This data is from Full USPTO retrosynthesis dataset with 1.9M reactions from patents (1976-2016). The task is: Predict the reactants needed to synthesize the given product. (1) Given the product [OH:1][C@@H:2]([C@H:4]1[C:36](=[O:37])[N:6]2[C:7]([C:23]([O-:25])=[O:24])=[C:8]([C:11]3[S:15][C:14]4=[C:16]([S:19][CH2:20][CH2:21][OH:22])[N:17]=[CH:18][N:13]4[CH:12]=3)[C@H:9]([CH3:10])[C@H:5]12)[CH3:3].[Na+:43], predict the reactants needed to synthesize it. The reactants are: [OH:1][C@@H:2]([C@H:4]1[C:36](=[O:37])[N:6]2[C:7]([C:23]([O:25]CC3C=CC([N+]([O-])=O)=CC=3)=[O:24])=[C:8]([C:11]3[S:15][C:14]4=[C:16]([S:19][CH2:20][CH2:21][OH:22])[N:17]=[CH:18][N:13]4[CH:12]=3)[C@H:9]([CH3:10])[C@H:5]12)[CH3:3].P([O-])([O-])([O-])=O.[Na+:43].[Na+].[Na+].[H][H]. (2) Given the product [OH:4][C:2]1[CH:3]=[CH:9][C:8]([I:7])=[CH:15][C:1]=1[CH:17]=[CH2:18], predict the reactants needed to synthesize it. The reactants are: [CH3:1][C:2](C)([O-:4])[CH3:3].[K+].[I:7][C:8]1[CH:9]=C(O)C(=C[CH:15]=1)C=O.[C:17]1(C)C=CC=C[CH:18]=1. (3) Given the product [CH2:18]([O:20][CH:21]([O:24][CH2:25][CH3:26])[CH2:22][CH:4]([C:7]1[CH:12]=[CH:11][CH:10]=[CH:9][C:8]=1[O:13][C:14]([F:15])([F:16])[F:17])[C:5]#[N:6])[CH3:19], predict the reactants needed to synthesize it. The reactants are: C([CH:4]([C:7]1[CH:12]=[CH:11][CH:10]=[CH:9][C:8]=1[O:13][C:14]([F:17])([F:16])[F:15])[C:5]#[N:6])C=C.[CH2:18]([O:20][CH:21]([O:24][CH2:25][CH3:26])[CH2:22]Br)[CH3:19]. (4) Given the product [C:28]([O:27][C:25]([NH:24][CH:20]([CH2:19][C:16]1[CH:17]=[CH:18][C:13]([O:12][C:7]2[CH:8]=[CH:9][CH:10]=[CH:11][C:6]=2[CH2:5][CH2:4][C:3]([O:2][CH3:1])=[O:32])=[CH:14][CH:15]=1)[C:21]([OH:23])=[O:22])=[O:26])([CH3:30])([CH3:31])[CH3:29], predict the reactants needed to synthesize it. The reactants are: [CH3:1][O:2][C:3](=[O:32])[CH:4]=[CH:5][C:6]1[CH:11]=[CH:10][CH:9]=[CH:8][C:7]=1[O:12][C:13]1[CH:18]=[CH:17][C:16]([CH2:19][CH:20]([NH:24][C:25]([O:27][C:28]([CH3:31])([CH3:30])[CH3:29])=[O:26])[C:21]([OH:23])=[O:22])=[CH:15][CH:14]=1.[H][H].